This data is from Reaction yield outcomes from USPTO patents with 853,638 reactions. The task is: Predict the reaction yield, written as a fraction of the theoretical maximum amount of product (1.0 means a 100% yield; for example, 0.34 means a 34% yield). (1) The reactants are [CH3:1][O:2][C:3]1[CH:8]=[CH:7][C:6]([N:9]2[C:13]([C:14]3[CH:19]=[CH:18][C:17]([O:20][CH3:21])=[CH:16][CH:15]=3)=[N:12][C:11]([OH:22])=[N:10]2)=[CH:5][CH:4]=1.Cl[CH2:24][C:25]([N:27]([CH3:29])[CH3:28])=[O:26]. No catalyst specified. The product is [CH3:1][O:2][C:3]1[CH:4]=[CH:5][C:6]([N:9]2[C:13]([C:14]3[CH:19]=[CH:18][C:17]([O:20][CH3:21])=[CH:16][CH:15]=3)=[N:12][C:11]([O:22][CH2:24][C:25]([N:27]([CH3:29])[CH3:28])=[O:26])=[N:10]2)=[CH:7][CH:8]=1. The yield is 0.726. (2) The reactants are [Cl:1][CH2:2][C@H:3]1[C:11]2[C:10]3[CH:12]=[CH:13][CH:14]=[CH:15][C:9]=3[C:8]([OH:16])=[CH:7][C:6]=2[N:5]([C:17](=[O:22])[C:18]([F:21])([F:20])[F:19])[CH2:4]1.[C:23]([O:27][P:28](N(C(C)C)C(C)C)[O:29][C:30]([CH3:33])([CH3:32])[CH3:31])([CH3:26])([CH3:25])[CH3:24].N1C=NN=N1.[OH:46]O. The catalyst is C1COCC1.C(OCC)(=O)C.[O-]S([O-])(=S)=O.[Na+].[Na+]. The product is [P:28]([O:16][C:8]1[C:9]2[CH:15]=[CH:14][CH:13]=[CH:12][C:10]=2[C:11]2[C@H:3]([CH2:2][Cl:1])[CH2:4][N:5]([C:17](=[O:22])[C:18]([F:21])([F:19])[F:20])[C:6]=2[CH:7]=1)([O:27][C:23]([CH3:24])([CH3:25])[CH3:26])([O:29][C:30]([CH3:31])([CH3:32])[CH3:33])=[O:46]. The yield is 0.900.